Dataset: NCI-60 drug combinations with 297,098 pairs across 59 cell lines. Task: Regression. Given two drug SMILES strings and cell line genomic features, predict the synergy score measuring deviation from expected non-interaction effect. (1) Drug 1: C1=CC(=CC=C1CC(C(=O)O)N)N(CCCl)CCCl.Cl. Drug 2: C1C(C(OC1N2C=NC3=C(N=C(N=C32)Cl)N)CO)O. Cell line: MDA-MB-231. Synergy scores: CSS=21.9, Synergy_ZIP=-6.49, Synergy_Bliss=0.325, Synergy_Loewe=-2.61, Synergy_HSA=1.06. (2) Drug 1: CC12CCC(CC1=CCC3C2CCC4(C3CC=C4C5=CN=CC=C5)C)O. Drug 2: C1=NC(=NC(=O)N1C2C(C(C(O2)CO)O)O)N. Cell line: OVCAR3. Synergy scores: CSS=12.8, Synergy_ZIP=-1.67, Synergy_Bliss=2.92, Synergy_Loewe=1.69, Synergy_HSA=2.95. (3) Drug 1: CS(=O)(=O)C1=CC(=C(C=C1)C(=O)NC2=CC(=C(C=C2)Cl)C3=CC=CC=N3)Cl. Drug 2: CC1=C2C(C(=O)C3(C(CC4C(C3C(C(C2(C)C)(CC1OC(=O)C(C(C5=CC=CC=C5)NC(=O)OC(C)(C)C)O)O)OC(=O)C6=CC=CC=C6)(CO4)OC(=O)C)OC)C)OC. Cell line: MDA-MB-435. Synergy scores: CSS=76.5, Synergy_ZIP=17.1, Synergy_Bliss=16.6, Synergy_Loewe=-13.8, Synergy_HSA=13.5. (4) Drug 1: C1=CC(=C2C(=C1NCCNCCO)C(=O)C3=C(C=CC(=C3C2=O)O)O)NCCNCCO. Drug 2: C1CCC(C(C1)N)N.C(=O)(C(=O)[O-])[O-].[Pt+4]. Cell line: T-47D. Synergy scores: CSS=34.1, Synergy_ZIP=-8.31, Synergy_Bliss=0.147, Synergy_Loewe=1.08, Synergy_HSA=2.87.